Task: Predict the product of the given reaction.. Dataset: Forward reaction prediction with 1.9M reactions from USPTO patents (1976-2016) Given the reactants Cl.[CH3:2][N:3]1[CH2:8][CH2:7][N:6]([C:9]2[CH:10]=[CH:11][CH:12]=[C:13]3[C:18]=2[O:17][C:16]([C:19](O)=[O:20])=[CH:15][C:14]3=[O:22])[CH2:5][CH2:4]1.[N:23]1([C:29]([C:31]2[CH:36]=[CH:35][C:34]([NH:37]C(C3OC4C(C(=O)C=3)=CC=CC=4N3CCN(C)CC3)=O)=[CH:33]C=2)=O)[CH2:28][CH2:27][O:26][CH2:25][CH2:24]1, predict the reaction product. The product is: [N:23]1([C:29]2[CH:33]=[C:34]([NH:37][C:19]([C:16]3[O:17][C:18]4[C:13]([C:14](=[O:22])[CH:15]=3)=[CH:12][CH:11]=[CH:10][C:9]=4[N:6]3[CH2:7][CH2:8][N:3]([CH3:2])[CH2:4][CH2:5]3)=[O:20])[CH:35]=[CH:36][CH:31]=2)[CH2:24][CH2:25][O:26][CH2:27][CH2:28]1.